From a dataset of Reaction yield outcomes from USPTO patents with 853,638 reactions. Predict the reaction yield, written as a fraction of the theoretical maximum amount of product (1.0 means a 100% yield; for example, 0.34 means a 34% yield). (1) The reactants are [S:1]1[CH:5]=[CH:4][CH:3]=[C:2]1[C:6]1[CH:11]=[CH:10][CH:9]=[CH:8][N:7]=1.[SiH:12]([CH2:17][CH3:18])([CH2:15][CH3:16])[CH2:13][CH3:14]. The catalyst is CC([O-])(C)C.[K+].C1COCC1. The product is [CH2:13]([Si:12]([CH2:17][CH3:18])([CH2:15][CH3:16])[C:5]1[S:1][C:2]([C:6]2[CH:11]=[CH:10][CH:9]=[CH:8][N:7]=2)=[CH:3][CH:4]=1)[CH3:14]. The yield is 0.820. (2) The reactants are [Cl:1][C:2]1[CH:10]=[C:6]([C:7]([OH:9])=O)[C:5]([OH:11])=[CH:4][CH:3]=1.[CH2:12]([O:14][C:15]([C:17]1[S:21][C:20]([NH2:22])=[N:19][C:18]=1[C:23]1[CH:28]=[CH:27][CH:26]=[CH:25][CH:24]=1)=[O:16])[CH3:13]. No catalyst specified. The product is [CH2:12]([O:14][C:15]([C:17]1[S:21][C:20]([NH:22][C:7](=[O:9])[C:6]2[CH:10]=[C:2]([Cl:1])[CH:3]=[CH:4][C:5]=2[OH:11])=[N:19][C:18]=1[C:23]1[CH:28]=[CH:27][CH:26]=[CH:25][CH:24]=1)=[O:16])[CH3:13]. The yield is 0.694. (3) The reactants are [N:1]1[C:8](Cl)=[N:7][C:5](Cl)=[N:4][C:2]=1Cl.[NH2:10][C:11]1[CH:30]=[CH:29][C:14]([O:15][CH2:16][CH2:17][CH2:18][CH2:19][CH2:20][O:21][C:22]2[CH:27]=[CH:26][C:25]([NH2:28])=[CH:24][CH:23]=2)=[CH:13][CH:12]=1.[CH2:31]([NH2:39])[CH2:32][CH2:33][CH2:34][CH2:35][CH2:36][CH2:37][CH3:38].O. The catalyst is O1CCCC1. The product is [CH2:31]([NH:39][C:2]1[N:4]=[C:5]([NH:39][CH2:31][CH2:32][CH2:33][CH2:34][CH2:35][CH2:36][CH2:37][CH3:38])[N:7]=[C:8]([NH:28][C:25]2[CH:24]=[CH:23][C:22]([O:21][CH2:20][CH2:19][CH2:18][CH2:17][CH2:16][O:15][C:14]3[CH:13]=[CH:12][C:11]([NH:10][C:2]4[N:4]=[C:5]([NH:39][CH2:31][CH2:32][CH2:33][CH2:34][CH2:35][CH2:36][CH2:37][CH3:38])[N:7]=[C:8]([NH:39][CH2:31][CH2:32][CH2:33][CH2:34][CH2:35][CH2:36][CH2:37][CH3:38])[N:1]=4)=[CH:30][CH:29]=3)=[CH:27][CH:26]=2)[N:1]=1)[CH2:32][CH2:33][CH2:34][CH2:35][CH2:36][CH2:37][CH3:38]. The yield is 0.450.